Task: Predict the reactants needed to synthesize the given product.. Dataset: Full USPTO retrosynthesis dataset with 1.9M reactions from patents (1976-2016) (1) Given the product [C:1]1([CH3:13])[CH:2]=[CH:3][C:4]([N:7]2[CH2:8][CH2:9][N:10]([C:24]3[N:29]=[C:28](/[CH:30]=[C:31]4/[C:32](=[O:37])[NH:33][C:34](=[O:36])[S:35]/4)[CH:27]=[CH:26][CH:25]=3)[CH2:11][CH2:12]2)=[CH:5][CH:6]=1, predict the reactants needed to synthesize it. The reactants are: [C:1]1([CH3:13])[CH:6]=[CH:5][C:4]([N:7]2[CH2:12][CH2:11][NH:10][CH2:9][CH2:8]2)=[CH:3][CH:2]=1.CCN(C(C)C)C(C)C.Br[C:24]1[N:29]=[C:28](/[CH:30]=[C:31]2/[C:32](=[O:37])[NH:33][C:34](=[O:36])[S:35]/2)[CH:27]=[CH:26][CH:25]=1. (2) Given the product [ClH:18].[NH2:10][N:6]1[CH2:5][C@H:4]([CH2:3][S:2][CH3:1])[O:8][C:7]1=[O:9], predict the reactants needed to synthesize it. The reactants are: [CH3:1][S:2][CH2:3][C@@H:4]1[O:8][C:7](=[O:9])[N:6]([NH:10]C(=O)OC(C)(C)C)[CH2:5]1.[ClH:18].O1CCOCC1.